Dataset: Forward reaction prediction with 1.9M reactions from USPTO patents (1976-2016). Task: Predict the product of the given reaction. Given the reactants [CH3:1][C:2]1[CH:3]=[CH:4][C:5]([N+:9]([O-:11])=[O:10])=[C:6]([NH2:8])[CH:7]=1.[H-].[Na+].I[CH3:15], predict the reaction product. The product is: [CH3:15][NH:8][C:6]1[CH:7]=[C:2]([CH3:1])[CH:3]=[CH:4][C:5]=1[N+:9]([O-:11])=[O:10].